Predict the reactants needed to synthesize the given product. From a dataset of Full USPTO retrosynthesis dataset with 1.9M reactions from patents (1976-2016). (1) Given the product [CH3:10][O:9][C:6]1[CH:7]=[CH:8][C:3]([CH2:2][S:37][C:34]2[CH:35]=[CH:36][C:28]([O:27][CH2:26][C:25]([OH:38])=[O:24])=[C:29]3[C:33]=2[CH2:32][CH2:31][CH2:30]3)=[CH:4][C:5]=1[O:11][CH2:12][C:13]1[CH:18]=[CH:17][C:16]([C:19]([F:22])([F:21])[F:20])=[CH:15][CH:14]=1, predict the reactants needed to synthesize it. The reactants are: Cl[CH2:2][C:3]1[CH:8]=[CH:7][C:6]([O:9][CH3:10])=[C:5]([O:11][CH2:12][C:13]2[CH:18]=[CH:17][C:16]([C:19]([F:22])([F:21])[F:20])=[CH:15][CH:14]=2)[CH:4]=1.C[O:24][C:25](=[O:38])[CH2:26][O:27][C:28]1[CH:36]=[CH:35][C:34]([SH:37])=[C:33]2[C:29]=1[CH2:30][CH2:31][CH2:32]2. (2) Given the product [Cl:1][CH2:2][CH:3]1[C:11]2[C:10]3[CH:12]=[C:13]([C:16]([NH:26][CH2:25][CH2:24][N:23]([CH3:27])[CH3:22])=[O:18])[CH:14]=[CH:15][C:9]=3[C:8]([N+:19]([O-:21])=[O:20])=[CH:7][C:6]=2[NH:5][CH2:4]1, predict the reactants needed to synthesize it. The reactants are: [Cl:1][CH2:2][CH:3]1[C:11]2[C:10]3[CH:12]=[C:13]([C:16]([OH:18])=O)[CH:14]=[CH:15][C:9]=3[C:8]([N+:19]([O-:21])=[O:20])=[CH:7][C:6]=2[NH:5][CH2:4]1.[CH3:22][N:23]([CH3:27])[CH2:24][CH2:25][NH2:26].C(P(=O)(OCC)OCC)#N.N.[Na+].[Cl-].